The task is: Predict the reactants needed to synthesize the given product.. This data is from Retrosynthesis with 50K atom-mapped reactions and 10 reaction types from USPTO. (1) Given the product NC(=O)c1nc(-c2cccc(C3=Nc4ccc(-n5cccc5)cc4NC(=O)C3)c2)cs1, predict the reactants needed to synthesize it. The reactants are: CCOC(=O)c1nc(-c2cccc(C3=Nc4ccc(-n5cccc5)cc4NC(=O)C3)c2)cs1.N. (2) Given the product CCCc1cc2cc(OC)ccc2c(OCOC)c1-c1ccc(F)cc1, predict the reactants needed to synthesize it. The reactants are: CCCc1cc2cc(OC)ccc2c(OCOC)c1Br.OB(O)c1ccc(F)cc1. (3) Given the product O=C(Cc1ccccc1)Nc1cccc(Br)c1, predict the reactants needed to synthesize it. The reactants are: Nc1cccc(Br)c1.O=C(Cl)Cc1ccccc1. (4) Given the product CC(=O)n1nc(-c2cc(C(C)(C)C)c(O)c(C(C)(C)C)c2)c2cccnc21, predict the reactants needed to synthesize it. The reactants are: CC(=O)Cl.CC(C)(C)c1cc(-c2n[nH]c3ncccc23)cc(C(C)(C)C)c1O. (5) Given the product Cc1nc(N(C(=O)OCc2ccccc2)[C@H]2CCC[C@H](NC(=O)OCc3ccccc3)C2)nc2ccccc12, predict the reactants needed to synthesize it. The reactants are: Cc1nc(Cl)nc2ccccc12.O=C(N[C@H]1CCC[C@H](NC(=O)OCc2ccccc2)C1)OCc1ccccc1. (6) The reactants are: CCNC(=O)Nc1cc(-c2nc(C(F)(F)F)cs2)c(B2OC(C)(C)C(C)(C)O2)cn1.CCOC(=O)c1cn(C(CC)CO)c2ccc(I)cc2c1=O. Given the product CCNC(=O)Nc1cc(-c2nc(C(F)(F)F)cs2)c(-c2ccc3c(c2)c(=O)c(C(=O)OCC)cn3C(CC)CO)cn1, predict the reactants needed to synthesize it. (7) Given the product Cc1ccc(S(=O)(=O)Nc2ccc(Oc3ccc(NS(=O)(=O)c4ccc(C)cc4)c(C(=O)O)c3)cc2C#N)cc1, predict the reactants needed to synthesize it. The reactants are: COC(=O)c1cc(Oc2ccc(NS(=O)(=O)c3ccc(C)cc3)c(C#N)c2)ccc1NS(=O)(=O)c1ccc(C)cc1. (8) Given the product CNC1CCC(C)(C)CC1, predict the reactants needed to synthesize it. The reactants are: CC1(C)CCC(=O)CC1.CN. (9) Given the product CCOC(=O)CCc1cc2cc(-c3ccc(C(C)(C)C)cc3)ccc2n1-c1ccc(OC2CCCC2)cc1, predict the reactants needed to synthesize it. The reactants are: CCOC(=O)C=Cc1cc2cc(-c3ccc(C(C)(C)C)cc3)ccc2n1-c1ccc(OC2CCCC2)cc1.